From a dataset of Forward reaction prediction with 1.9M reactions from USPTO patents (1976-2016). Predict the product of the given reaction. (1) The product is: [F:18][C:19]1[CH:25]=[CH:24][C:22]([N:23]=[CH:1][C:3]2[CH:17]=[CH:16][C:6]([O:7][CH2:8][C:9]([O:11][C:12]([CH3:15])([CH3:14])[CH3:13])=[O:10])=[CH:5][CH:4]=2)=[CH:21][CH:20]=1. Given the reactants [CH:1]([C:3]1[CH:17]=[CH:16][C:6]([O:7][CH2:8][C:9]([O:11][C:12]([CH3:15])([CH3:14])[CH3:13])=[O:10])=[CH:5][CH:4]=1)=O.[F:18][C:19]1[CH:25]=[CH:24][C:22]([NH2:23])=[CH:21][CH:20]=1, predict the reaction product. (2) The product is: [Br:14][CH2:15][CH2:16][CH2:17][CH2:18][O:13][CH2:12][C:8]1[CH:9]=[CH:10][CH:11]=[C:6]([O:5][C:1]([CH3:4])([CH3:2])[CH3:3])[CH:7]=1. Given the reactants [C:1]([O:5][C:6]1[CH:7]=[C:8]([CH2:12][OH:13])[CH:9]=[CH:10][CH:11]=1)([CH3:4])([CH3:3])[CH3:2].[Br:14][CH2:15][CH2:16][CH2:17][CH2:18]Br, predict the reaction product. (3) Given the reactants [NH2:1][C@H:2]1[CH2:6][CH2:5][N:4]([C:7]([O:9][C:10]([CH3:13])([CH3:12])[CH3:11])=[O:8])[CH2:3]1.F[C:15]1[C:16]([CH3:35])=[N:17][C:18]2[C:23]([N:24]=1)=[C:22]([C:25]1[NH:33][C:32]3[CH2:31][CH2:30][NH:29][C:28](=[O:34])[C:27]=3[CH:26]=1)[CH:21]=[CH:20][CH:19]=2, predict the reaction product. The product is: [C:10]([O:9][C:7]([N:4]1[CH2:5][CH2:6][C@H:2]([NH:1][C:15]2[C:16]([CH3:35])=[N:17][C:18]3[C:23](=[C:22]([C:25]4[NH:33][C:32]5[CH2:31][CH2:30][NH:29][C:28](=[O:34])[C:27]=5[CH:26]=4)[CH:21]=[CH:20][CH:19]=3)[N:24]=2)[CH2:3]1)=[O:8])([CH3:13])([CH3:12])[CH3:11]. (4) The product is: [F:8][C:6]1[CH:7]=[C:2]([C:17]2[CH:18]=[CH:19][C:14]([F:13])=[CH:15][CH:16]=2)[C:3]([C:9]([O:11][CH3:12])=[O:10])=[N:4][CH:5]=1. Given the reactants Br[C:2]1[C:3]([C:9]([O:11][CH3:12])=[O:10])=[N:4][CH:5]=[C:6]([F:8])[CH:7]=1.[F:13][C:14]1[CH:19]=[CH:18][C:17](B(O)O)=[CH:16][CH:15]=1.C(=O)([O-])[O-].[Na+].[Na+], predict the reaction product.